The task is: Predict the product of the given reaction.. This data is from Forward reaction prediction with 1.9M reactions from USPTO patents (1976-2016). (1) Given the reactants [NH:1]1[C:9]2[C:4](=[CH:5][C:6]([NH:10][C:11]3[CH:20]=[CH:19][C:18]([CH:21]4[CH2:23][CH2:22]4)=[CH:17][C:12]=3[C:13]([O:15][CH3:16])=[O:14])=[CH:7][CH:8]=2)[CH:3]=[CH:2]1.I[C:25]1[CH:30]=[CH:29][C:28]([C:31]([F:34])([F:33])[F:32])=[CH:27][CH:26]=1.C(=O)([O-])[O-].[Cs+].[Cs+], predict the reaction product. The product is: [CH:21]1([C:18]2[CH:19]=[CH:20][C:11]([NH:10][C:6]3[CH:5]=[C:4]4[C:9](=[CH:8][CH:7]=3)[N:1]([C:25]3[CH:30]=[CH:29][C:28]([C:31]([F:34])([F:33])[F:32])=[CH:27][CH:26]=3)[CH:2]=[CH:3]4)=[C:12]([CH:17]=2)[C:13]([O:15][CH3:16])=[O:14])[CH2:23][CH2:22]1. (2) Given the reactants Br[C:2]1[CH:21]=[CH:20][C:5]([CH2:6][CH:7]2[CH2:12][CH2:11]C[N:9]([CH:13]3[CH2:18][CH2:17][CH2:16][CH2:15][CH2:14]3)[C:8]2=[O:19])=[C:4]([Cl:22])[CH:3]=1.[NH:23]1[CH2:28][CH2:27][CH2:26][CH2:25][CH2:24]1.C1(P(C2C=CC=CC=2)C2C=CC3C(=CC=CC=3)C=2C2C3C(=CC=CC=3)C=CC=2P(C2C=CC=CC=2)C2C=CC=CC=2)C=CC=CC=1.C(=O)([O-])[O-].[Cs+].[Cs+], predict the reaction product. The product is: [Cl:22][C:4]1[CH:3]=[C:2]([N:23]2[CH2:28][CH2:27][CH2:26][CH2:25][CH2:24]2)[CH:21]=[CH:20][C:5]=1[CH2:6][CH:7]1[CH2:12][CH2:11][N:9]([CH:13]2[CH2:14][CH2:15][CH2:16][CH2:17][CH2:18]2)[C:8]1=[O:19].